From a dataset of Reaction yield outcomes from USPTO patents with 853,638 reactions. Predict the reaction yield, written as a fraction of the theoretical maximum amount of product (1.0 means a 100% yield; for example, 0.34 means a 34% yield). (1) The reactants are C([O:3][C:4]([C:6]1[C:7]([CH3:29])=[C:8]([C:22]([O:24][C:25]([CH3:28])([CH3:27])[CH3:26])=[O:23])[NH:9][C:10]=1[CH2:11][CH2:12][CH2:13][NH:14][CH2:15][CH2:16][N:17]([CH2:20][CH3:21])[CH2:18][CH3:19])=O)C.C[Al](C)C. The catalyst is C1(C)C=CC=CC=1. The product is [C:25]([O:24][C:22]([C:8]1[NH:9][C:10]2[CH2:11][CH2:12][CH2:13][N:14]([CH2:15][CH2:16][N:17]([CH2:20][CH3:21])[CH2:18][CH3:19])[C:4](=[O:3])[C:6]=2[C:7]=1[CH3:29])=[O:23])([CH3:28])([CH3:27])[CH3:26]. The yield is 0.757. (2) The reactants are [NH2:1][C@H:2]1[CH2:6][CH2:5][CH2:4][C@H:3]1[C:7]([O:9][CH3:10])=[O:8].[F:11][C:12]1[CH:19]=[CH:18][C:15]([CH:16]=O)=[CH:14][C:13]=1[CH3:20].C([BH3-])#N.[Na+].C(=O)(O)[O-].[Na+]. The catalyst is CO.C(OCC)(=O)C.C(O)(=O)C. The product is [F:11][C:12]1[CH:19]=[CH:18][C:15]([CH2:16][NH:1][C@H:2]2[CH2:6][CH2:5][CH2:4][C@H:3]2[C:7]([O:9][CH3:10])=[O:8])=[CH:14][C:13]=1[CH3:20]. The yield is 0.800. (3) The reactants are [CH3:1][C:2]([C:17]1[CH:22]=[CH:21][CH:20]=[CH:19][CH:18]=1)([CH2:13]/[CH:14]=[CH:15]/[CH3:16])[C:3]([O:5]CC1C=CC=CC=1)=[O:4]. The catalyst is C(OCC)(=O)C.[Pd]. The product is [CH3:1][C:2]([C:17]1[CH:18]=[CH:19][CH:20]=[CH:21][CH:22]=1)([CH2:13][CH2:14][CH2:15][CH3:16])[C:3]([OH:5])=[O:4]. The yield is 0.990. (4) The reactants are [CH3:1][O:2][C:3](=[O:23])[CH:4]([C:17]1[CH:22]=[CH:21][CH:20]=[CH:19][CH:18]=1)[O:5][CH2:6][CH:7]=[N:8][NH:9][C:10]([O:12][C:13]([CH3:16])([CH3:15])[CH3:14])=[O:11]. The catalyst is CO.[Ni]. The product is [CH3:1][O:2][C:3](=[O:23])[CH:4]([C:17]1[CH:22]=[CH:21][CH:20]=[CH:19][CH:18]=1)[O:5][CH2:6][CH2:7][NH:8][NH:9][C:10]([O:12][C:13]([CH3:16])([CH3:14])[CH3:15])=[O:11]. The yield is 0.950. (5) The reactants are Cl.[Cl:2][C:3]1[CH:4]=[C:5]2[C:11]([CH2:12][CH2:13][NH2:14])=[CH:10][NH:9][C:6]2=[N:7][CH:8]=1.[F:15][C:16]1[CH:17]=[C:18]([CH:29]=[CH:30]C=1)CC1C=CC(C(O)=O)=CC=1.CN(C([O:39][N:40]1N=N[C:42]2[CH:43]=[CH:44][CH:45]=N[C:41]1=2)=[N+](C)C)C.[F:49][P-](F)(F)(F)(F)F.C(N(CC)C(C)C)(C)C.CN([CH:68]=[O:69])C. No catalyst specified. The product is [Cl:2][C:3]1[CH:4]=[C:5]2[C:11]([CH2:12][CH2:13][NH:14][C:68]([C:41]3[CH:42]=[C:43]([CH2:44][C:45]4[CH:30]=[C:29]([F:49])[CH:18]=[CH:17][C:16]=4[F:15])[O:39][N:40]=3)=[O:69])=[CH:10][NH:9][C:6]2=[N:7][CH:8]=1. The yield is 0.490.